This data is from Forward reaction prediction with 1.9M reactions from USPTO patents (1976-2016). The task is: Predict the product of the given reaction. (1) Given the reactants [NH2:1][C:2]1[N:7]=[C:6]([C:8]2[CH:15]=[C:14]([F:16])[C:11]([CH:12]=O)=[C:10]([F:17])[CH:9]=2)[CH:5]=[CH:4][N:3]=1.C(=O)([O-])[O-].[Na+].[Na+].Cl.[NH2:25]O.[CH3:27][CH2:28][OH:29], predict the reaction product. The product is: [C:12]([C:11]1[C:14]([F:16])=[CH:15][C:8]([C:6]2[CH:5]=[CH:4][N:3]=[C:2]([NH:1][C:28](=[O:29])[CH3:27])[N:7]=2)=[CH:9][C:10]=1[F:17])#[N:25]. (2) The product is: [CH2:1]([C:13]1[CH:18]=[CH:17][C:16]([S:19]([NH:23][C:24]2[S:25][C:26]([CH2:29][OH:30])=[N:27][N:28]=2)(=[O:21])=[O:20])=[CH:15][CH:14]=1)[CH2:2][CH2:3][CH2:4][CH2:5][CH2:6][CH2:7][CH2:8][CH2:9][CH2:10][CH2:11][CH3:12]. Given the reactants [CH2:1]([C:13]1[CH:18]=[CH:17][C:16]([S:19](Cl)(=[O:21])=[O:20])=[CH:15][CH:14]=1)[CH2:2][CH2:3][CH2:4][CH2:5][CH2:6][CH2:7][CH2:8][CH2:9][CH2:10][CH2:11][CH3:12].[NH2:23][C:24]1[S:25][C:26]([CH2:29][OH:30])=[N:27][N:28]=1.Cl, predict the reaction product. (3) The product is: [C:1]([N:4]([C:34]1[CH:35]=[CH:36][C:37]([Cl:40])=[CH:38][CH:39]=1)[C@H:5]1[C:14]2[C:9](=[CH:10][CH:11]=[CH:12][CH:13]=2)[N:8]([C:15]([C:17]2[CH:18]=[CH:19][C:20]([O:23][CH2:24][CH2:25][C:26]([CH3:32])([CH3:31])[C:27]([OH:29])=[O:28])=[N:21][CH:22]=2)=[O:16])[C@@H:7]([CH3:33])[CH2:6]1)(=[O:3])[CH3:2]. Given the reactants [C:1]([N:4]([C:34]1[CH:39]=[CH:38][C:37]([Cl:40])=[CH:36][CH:35]=1)[C@H:5]1[C:14]2[C:9](=[CH:10][CH:11]=[CH:12][CH:13]=2)[N:8]([C:15]([C:17]2[CH:18]=[CH:19][C:20]([O:23][CH2:24][CH2:25][C:26]([CH3:32])([CH3:31])[C:27]([O:29]C)=[O:28])=[N:21][CH:22]=2)=[O:16])[C@@H:7]([CH3:33])[CH2:6]1)(=[O:3])[CH3:2].CO.[OH-].[Na+].Cl, predict the reaction product. (4) Given the reactants [C:1]([O:5][C:6]([NH:8][C@@H:9]([C:13](C)(C)[CH:14]=[CH2:15])[C:10]([OH:12])=[O:11])=[O:7])([CH3:4])([CH3:3])[CH3:2].[I:18]I.C([O-])(O)=O.[Na+].[O-]S([O-])(=S)=O.[Na+].[Na+], predict the reaction product. The product is: [C:1]([O:5][C:6](=[O:7])[NH:8][CH:9]1[CH2:13][CH:14]([CH2:15][I:18])[O:11][C:10]1=[O:12])([CH3:4])([CH3:3])[CH3:2].